Dataset: Experimentally validated miRNA-target interactions with 360,000+ pairs, plus equal number of negative samples. Task: Binary Classification. Given a miRNA mature sequence and a target amino acid sequence, predict their likelihood of interaction. The miRNA is bta-miR-146a with sequence UGAGAACUGAAUUCCAUAGGUUGU. The protein sequence of the target gene is MAASALRGLPVAGGGESSESEDDGWEIGYLDRTSQKLKRLLPIEEKKEKFKKAMTIGDVSLVQELLDSGISVDSNFQYGWTPLMYAASVANAELVRVLLDRGANASFEKDKQSILITACSAHGSEEQILKCVELLLSRNADPNVACRRLMTPIMYAARDGHTQVVALLVAHGAEVNTQDENGYTALTWAARQGHKNIVLKLLELGANKMLQTKDGKMPSEIAKRNKHHEIFNLLSFTLNPLEGKLQQLTKEDTICKILTTDSDREKDHIFSSYTAFGDLEVFLHGLGLEHMTDLLKERDI.... Result: 0 (no interaction).